Dataset: Reaction yield outcomes from USPTO patents with 853,638 reactions. Task: Predict the reaction yield, written as a fraction of the theoretical maximum amount of product (1.0 means a 100% yield; for example, 0.34 means a 34% yield). (1) The product is [C:1]1([N:7]2[C:12](=[O:13])[C:11]([C:14]3[CH:19]=[CH:18][C:17]([F:20])=[CH:16][CH:15]=3)=[C:10]([OH:21])[CH:9]=[N:8]2)[CH:2]=[CH:3][CH:4]=[CH:5][CH:6]=1. The reactants are [C:1]1([N:7]2[C:12](=[O:13])[C:11]([C:14]3[CH:19]=[CH:18][C:17]([F:20])=[CH:16][CH:15]=3)=[C:10]([O:21]C)[CH:9]=[N:8]2)[CH:6]=[CH:5][CH:4]=[CH:3][CH:2]=1.Br. The yield is 0.920. No catalyst specified. (2) The reactants are [Br:1][C:2]1[CH:3]=[C:4]([CH:8]2[C:12]3[NH:13][C:14]([C:16]([O:18]C)=[O:17])=[CH:15][C:11]=3[CH2:10][CH2:9]2)[CH:5]=[CH:6][CH:7]=1.[OH-].[Li+].CO. The catalyst is C1COCC1. The product is [Br:1][C:2]1[CH:3]=[C:4]([CH:8]2[C:12]3[NH:13][C:14]([C:16]([OH:18])=[O:17])=[CH:15][C:11]=3[CH2:10][CH2:9]2)[CH:5]=[CH:6][CH:7]=1. The yield is 0.480. (3) The reactants are [CH2:1]([O:8][C:9]([N:11]1[CH2:15][CH2:14][C@@H:13]([NH:16][C:17]([O:19][CH2:20][C:21]2[CH:26]=[CH:25][CH:24]=[CH:23][CH:22]=2)=[O:18])[C@H:12]1[CH2:27]OS(C1C=CC(C)=CC=1)(=O)=O)=[O:10])[C:2]1[CH:7]=[CH:6][CH:5]=[CH:4][CH:3]=1.[N-:39]=[N+:40]=[N-:41].[Na+]. The catalyst is CN(C)C=O.O. The product is [CH2:1]([O:8][C:9]([N:11]1[CH2:15][CH2:14][C@@H:13]([NH:16][C:17]([O:19][CH2:20][C:21]2[CH:26]=[CH:25][CH:24]=[CH:23][CH:22]=2)=[O:18])[C@H:12]1[CH2:27][N:39]=[N+:40]=[N-:41])=[O:10])[C:2]1[CH:7]=[CH:6][CH:5]=[CH:4][CH:3]=1. The yield is 0.920. (4) The reactants are [NH2:1][C:2]1[CH:3]=[CH:4][C:5]([N:9]2[CH2:14][CH2:13][CH2:12][C@@H:11]([C:15]([N:17]3[CH2:21][CH2:20][CH2:19][CH2:18]3)=[O:16])[CH2:10]2)=[N:6][C:7]=1[NH2:8].[CH3:22][N:23]1[C:27]([C:28]2([C:31](=N)OCC)[CH2:30][CH2:29]2)=[N:26][CH:25]=[N:24]1.[S].C(O)(=O)C. The catalyst is C(O)C. The product is [CH3:22][N:23]1[C:27]([C:28]2([C:31]3[NH:8][C:7]4=[N:6][C:5]([N:9]5[CH2:14][CH2:13][CH2:12][C@@H:11]([C:15]([N:17]6[CH2:21][CH2:20][CH2:19][CH2:18]6)=[O:16])[CH2:10]5)=[CH:4][CH:3]=[C:2]4[N:1]=3)[CH2:30][CH2:29]2)=[N:26][CH:25]=[N:24]1. The yield is 0.180. (5) The yield is 0.659. The reactants are [F:1][C:2]1([F:54])[CH2:7][O:6][C:5]([NH:8]C(C2C=CC(OC)=CC=2)(C2C=CC=C(OC)C=2)C2C=CC=CC=2)=[N:4][C@@:3]1([C:33]1[N:38]=[C:37]([NH:39][C:40]([C:42]2[C:47]([Cl:48])=[CH:46][C:45]([C:49]([F:52])([F:51])[F:50])=[CH:44][N:43]=2)=[O:41])[CH:36]=[CH:35][C:34]=1[F:53])[CH3:32].C(O)(C(F)(F)F)=O.[NH4+].[OH-]. The product is [NH2:8][C:5]1[O:6][CH2:7][C:2]([F:54])([F:1])[C@:3]([C:33]2[N:38]=[C:37]([NH:39][C:40]([C:42]3[C:47]([Cl:48])=[CH:46][C:45]([C:49]([F:52])([F:50])[F:51])=[CH:44][N:43]=3)=[O:41])[CH:36]=[CH:35][C:34]=2[F:53])([CH3:32])[N:4]=1. The catalyst is ClCCl.